Dataset: Forward reaction prediction with 1.9M reactions from USPTO patents (1976-2016). Task: Predict the product of the given reaction. (1) Given the reactants C1(=O)CCC=C1.C(OCC1C=CC=CC=1)C1C=CC=CC=1.[CH:22]([C:25]1[CH2:29][CH2:28][C:27](=[O:30])[CH:26]=1)([CH3:24])[CH3:23], predict the reaction product. The product is: [CH:22]([CH:25]1[CH2:29][CH2:28][C:27](=[O:30])[CH2:26]1)([CH3:24])[CH3:23]. (2) Given the reactants [F:1][C:2]1[CH:38]=[CH:37][CH:36]=[C:35]([F:39])[C:3]=1[C:4]([NH:6][C:7]1[C:8]([C:21]2[NH:22][C:23]([C:28]3[CH:33]=[CH:32][C:31]([F:34])=[CH:30][CH:29]=3)=[C:24]([CH:26]=O)[N:25]=2)=[N:9][N:10]([CH2:12][C:13]2[CH:18]=[CH:17][C:16]([O:19][CH3:20])=[CH:15][CH:14]=2)[CH:11]=1)=[O:5].C(O[BH-](OC(=O)C)OC(=O)C)(=O)C.[Na+].C(O)(=O)C.[NH:58]1[CH2:63][CH2:62][O:61][CH2:60][CH2:59]1, predict the reaction product. The product is: [F:1][C:2]1[CH:38]=[CH:37][CH:36]=[C:35]([F:39])[C:3]=1[C:4]([NH:6][C:7]1[C:8]([C:21]2[NH:22][C:23]([C:28]3[CH:33]=[CH:32][C:31]([F:34])=[CH:30][CH:29]=3)=[C:24]([CH2:26][N:58]3[CH2:63][CH2:62][O:61][CH2:60][CH2:59]3)[N:25]=2)=[N:9][N:10]([CH2:12][C:13]2[CH:14]=[CH:15][C:16]([O:19][CH3:20])=[CH:17][CH:18]=2)[CH:11]=1)=[O:5]. (3) Given the reactants CO[C:3](=[O:34])[C:4]1[CH:9]=[CH:8][CH:7]=[C:6]([N:10]([CH:15]2[CH2:18][N:17]([CH:19]([C:27]3[CH:32]=[CH:31][C:30]([Cl:33])=[CH:29][CH:28]=3)[C:20]3[CH:25]=[CH:24][C:23]([Cl:26])=[CH:22][CH:21]=3)[CH2:16]2)[S:11]([CH3:14])(=[O:13])=[O:12])[CH:5]=1.C[Al](C)C.[NH2:39][C:40]1[CH:45]=[CH:44][CH:43]=[CH:42][N:41]=1, predict the reaction product. The product is: [Cl:26][C:23]1[CH:24]=[CH:25][C:20]([CH:19]([C:27]2[CH:32]=[CH:31][C:30]([Cl:33])=[CH:29][CH:28]=2)[N:17]2[CH2:18][CH:15]([N:10]([S:11]([CH3:14])(=[O:12])=[O:13])[C:6]3[CH:5]=[C:4]([CH:9]=[CH:8][CH:7]=3)[C:3]([NH:39][C:40]3[CH:45]=[CH:44][CH:43]=[CH:42][N:41]=3)=[O:34])[CH2:16]2)=[CH:21][CH:22]=1. (4) Given the reactants [F:1][C:2]1[CH:12]=[CH:11][C:5](/[CH:6]=[CH:7]/B(O)O)=[CH:4][CH:3]=1.Br[C:14]1[CH:19]=[C:18]([Br:20])[CH:17]=[CH:16][N:15]=1.[OH-].[Tl+], predict the reaction product. The product is: [Br:20][C:18]1[CH:17]=[CH:16][N:15]=[C:14](/[CH:7]=[CH:6]/[C:5]2[CH:11]=[CH:12][C:2]([F:1])=[CH:3][CH:4]=2)[CH:19]=1. (5) The product is: [CH3:50][N:47]1[CH2:48][CH2:49][N:44]([CH2:43][CH2:42][O:38][C:35]2[N:36]=[CH:37][C:32]([C:29]3[CH2:30][CH2:31][N:26]([C:23]4[CH:24]=[CH:25][C:20]5[N:21]([C:17]([C:16]([F:15])([F:39])[F:40])=[N:18][N:19]=5)[N:22]=4)[CH2:27][CH:28]=3)=[CH:33][CH:34]=2)[CH2:45][C:46]1=[O:51]. Given the reactants CC(OC(/N=N/C(OC(C)C)=O)=O)C.[F:15][C:16]([F:40])([F:39])[C:17]1[N:21]2[N:22]=[C:23]([N:26]3[CH2:31][CH:30]=[C:29]([C:32]4[CH:33]=[CH:34][C:35]([OH:38])=[N:36][CH:37]=4)[CH2:28][CH2:27]3)[CH:24]=[CH:25][C:20]2=[N:19][N:18]=1.O[CH2:42][CH2:43][N:44]1[CH2:49][CH2:48][N:47]([CH3:50])[C:46](=[O:51])[CH2:45]1.C1(P(C2C=CC=CC=2)C2C=CC=CC=2)C=CC=CC=1, predict the reaction product. (6) Given the reactants Br[C:2]1[CH:3]=[C:4]2[C:9](=[CH:10][CH:11]=1)[N:8]=[CH:7][N:6]([C:12](=[O:16])[CH2:13][CH2:14][OH:15])[C:5]2=[O:17].[Cl:18][C:19]1[CH:24]=[CH:23][CH:22]=[C:21]([O:25][CH3:26])[C:20]=1B(O)O.C(=O)([O-])[O-].[K+].[K+].C1(P(C2C=CC=CC=2)C2C=CC=CC=2)C=CC=CC=1.C(=O)(O)[O-], predict the reaction product. The product is: [Cl:18][C:19]1[CH:24]=[CH:23][CH:22]=[C:21]([O:25][CH3:26])[C:20]=1[C:2]1[CH:3]=[C:4]2[C:9](=[CH:10][CH:11]=1)[N:8]=[CH:7][N:6]([C:12](=[O:16])[CH2:13][CH2:14][OH:15])[C:5]2=[O:17]. (7) Given the reactants CB1N2CCC[C@H]2C(C2C=CC=CC=2)(C2C=CC=CC=2)O1.[CH:22]1[C:27]([C:28]([CH2:30][Br:31])=[O:29])=[CH:26][CH:25]=[C:24]([F:32])[CH:23]=1.Cl, predict the reaction product. The product is: [Br:31][CH2:30][C@H:28]([C:27]1[CH:26]=[CH:25][C:24]([F:32])=[CH:23][CH:22]=1)[OH:29].